From a dataset of Cav3 T-type calcium channel HTS with 100,875 compounds. Binary Classification. Given a drug SMILES string, predict its activity (active/inactive) in a high-throughput screening assay against a specified biological target. The drug is O=c1[nH]n(C(CC)C)c2nc(cc(c12)C)C. The result is 0 (inactive).